Dataset: Full USPTO retrosynthesis dataset with 1.9M reactions from patents (1976-2016). Task: Predict the reactants needed to synthesize the given product. (1) Given the product [CH2:41]([N:48]1[CH2:53][CH2:52][CH:51]([CH:18]([S:15]([C:12]2[CH:13]=[CH:14][C:9]([Cl:8])=[CH:10][CH:11]=2)(=[O:17])=[O:16])[C:19]2[CH:20]=[CH:21][N:22]=[CH:23][CH:24]=2)[CH2:50][CH2:49]1)[C:42]1[CH:47]=[CH:46][CH:45]=[CH:44][CH:43]=1, predict the reactants needed to synthesize it. The reactants are: C1(C)C=CC=CC=1.[Cl:8][C:9]1[CH:14]=[CH:13][C:12]([S:15]([CH2:18][C:19]2[CH:24]=[CH:23][N:22]=[CH:21][CH:20]=2)(=[O:17])=[O:16])=[CH:11][CH:10]=1.C(C=P(CCCC)(CCCC)CCCC)#N.[CH2:41]([N:48]1[CH2:53][CH2:52][CH:51](O)[CH2:50][CH2:49]1)[C:42]1[CH:47]=[CH:46][CH:45]=[CH:44][CH:43]=1. (2) The reactants are: O.[NH2:2][NH2:3].[CH:4](=O)[CH:5]=[CH:6][C:7]1[CH:12]=[CH:11][CH:10]=[CH:9][CH:8]=1. Given the product [C:7]1([CH:6]2[NH:3][N:2]=[CH:4][CH2:5]2)[CH:12]=[CH:11][CH:10]=[CH:9][CH:8]=1, predict the reactants needed to synthesize it. (3) Given the product [NH2:1][C:2]1[N:11]=[C:10]([C:12]([N:14]2[CH2:22][C:21]3[C:16](=[CH:17][CH:18]=[CH:19][CH:20]=3)[CH2:15]2)=[O:13])[C:9]2[C:4](=[CH:5][CH:6]=[C:7]([C:23]3[CH:30]=[CH:29][C:28]([F:31])=[CH:27][C:24]=3[CH2:25][N:34]3[CH2:35][CH2:36][CH2:37][CH:33]3[CH3:32])[CH:8]=2)[N:3]=1, predict the reactants needed to synthesize it. The reactants are: [NH2:1][C:2]1[N:11]=[C:10]([C:12]([N:14]2[CH2:22][C:21]3[C:16](=[CH:17][CH:18]=[CH:19][CH:20]=3)[CH2:15]2)=[O:13])[C:9]2[C:4](=[CH:5][CH:6]=[C:7]([C:23]3[CH:30]=[CH:29][C:28]([F:31])=[CH:27][C:24]=3[CH:25]=O)[CH:8]=2)[N:3]=1.[CH3:32][CH:33]1[CH2:37][CH2:36][CH2:35][NH:34]1.C(O)(=O)C.C(O[BH-](OC(=O)C)OC(=O)C)(=O)C.[Na+].